This data is from Forward reaction prediction with 1.9M reactions from USPTO patents (1976-2016). The task is: Predict the product of the given reaction. (1) Given the reactants [F:1][C:2]1[CH:7]=[CH:6][C:5]([NH:8][C:9]2[N:14]3[N:15]=[CH:16][C:17]([C:18](O)=[O:19])=[C:13]3[N:12]=[CH:11][C:10]=2[C:21]([N:23]2[CH2:28][CH2:27][CH:26]([C:29]3[CH:34]=[CH:33][CH:32]=[CH:31][CH:30]=3)[CH2:25][CH2:24]2)=[O:22])=[CH:4][C:3]=1[CH3:35].[CH2:36]([S:38]([NH2:41])(=[O:40])=[O:39])[CH3:37], predict the reaction product. The product is: [F:1][C:2]1[CH:7]=[CH:6][C:5]([NH:8][C:9]2[N:14]3[N:15]=[CH:16][C:17]([C:18]([NH:41][S:38]([CH2:36][CH3:37])(=[O:40])=[O:39])=[O:19])=[C:13]3[N:12]=[CH:11][C:10]=2[C:21]([N:23]2[CH2:24][CH2:25][CH:26]([C:29]3[CH:34]=[CH:33][CH:32]=[CH:31][CH:30]=3)[CH2:27][CH2:28]2)=[O:22])=[CH:4][C:3]=1[CH3:35]. (2) Given the reactants [Cl:1][C:2]1[CH:7]=[CH:6][C:5]([S:8]([N:11]2[CH:16]3[CH2:17][CH:18]([C:20]4[O:24][N:23]=[C:22]([CH3:25])[N:21]=4)[CH2:19][CH:12]2[C:13](=[CH:27]O)[C:14](=O)[CH2:15]3)(=[O:10])=[O:9])=[CH:4][CH:3]=1.C(O)(=O)C.O.[NH2:34][NH2:35], predict the reaction product. The product is: [Cl:1][C:2]1[CH:3]=[CH:4][C:5]([S:8]([N:11]2[CH:16]3[CH2:15][C:14]4[NH:34][N:35]=[CH:27][C:13]=4[CH:12]2[CH2:19][CH:18]([C:20]2[O:24][N:23]=[C:22]([CH3:25])[N:21]=2)[CH2:17]3)(=[O:9])=[O:10])=[CH:6][CH:7]=1. (3) Given the reactants C([SiH2]C1C=CC=CC=1)CCC.C([C:20]1(CCCCCCCC)[C:32]2[CH:31]=[CH:30][CH:29]=[CH:28][C:27]=2[C:26]2[C:21]1=[CH:22][CH:23]=[CH:24][CH:25]=2)CCCCCCC.[B].BrC1C=CC2C3C(=CC(Br)=CC=3)C(CCCCCCCC)(CCCCCCCC)C=2C=1.C(=O)([O-])[O-].[K+].[K+], predict the reaction product. The product is: [CH:22]1[C:21]2[CH2:20][C:32]3[C:27](=[CH:28][CH:29]=[CH:30][CH:31]=3)[C:26]=2[CH:25]=[CH:24][CH:23]=1.